This data is from Reaction yield outcomes from USPTO patents with 853,638 reactions. The task is: Predict the reaction yield, written as a fraction of the theoretical maximum amount of product (1.0 means a 100% yield; for example, 0.34 means a 34% yield). (1) The reactants are [C:1]([O:9][CH2:10][CH2:11][N:12]1[C:20]2[C:19](Cl)=[N:18][CH:17]=[N:16][C:15]=2[CH:14]=[CH:13]1)(=[O:8])[C:2]1[CH:7]=[CH:6][CH:5]=[CH:4][CH:3]=1.[NH2:22][C:23]1[CH:28]=[CH:27][C:26]([OH:29])=[CH:25][C:24]=1[Cl:30].C(=O)([O-])[O-].[K+].[K+]. The catalyst is CN1CCCC1=O. The product is [C:1]([O:9][CH2:10][CH2:11][N:12]1[C:20]2[C:19]([O:29][C:26]3[CH:27]=[CH:28][C:23]([NH2:22])=[C:24]([Cl:30])[CH:25]=3)=[N:18][CH:17]=[N:16][C:15]=2[CH:14]=[CH:13]1)(=[O:8])[C:2]1[CH:7]=[CH:6][CH:5]=[CH:4][CH:3]=1. The yield is 0.790. (2) The reactants are [CH2:1]([O:3][CH:4]([O:14][CH2:15][CH3:16])[CH2:5][O:6][C:7]1[CH:8]=[CH:9][C:10](F)=[N:11][CH:12]=1)[CH3:2].CC(C)([O-])C.[K+].[CH3:23][C:24]1[N:28]=[C:27]([NH:29][C:30]2[C:39]3[C:34](=[CH:35][CH:36]=[C:37]([OH:40])[CH:38]=3)[N:33]=[CH:32][N:31]=2)[S:26][N:25]=1.[Cl-].[NH4+]. The catalyst is CN(C)C(=O)C. The product is [CH2:1]([O:3][CH:4]([O:14][CH2:15][CH3:16])[CH2:5][O:6][C:7]1[CH:8]=[CH:9][C:10]([O:40][C:37]2[CH:38]=[C:39]3[C:34](=[CH:35][CH:36]=2)[N:33]=[CH:32][N:31]=[C:30]3[NH:29][C:27]2[S:26][N:25]=[C:24]([CH3:23])[N:28]=2)=[N:11][CH:12]=1)[CH3:2]. The yield is 0.400.